From a dataset of Forward reaction prediction with 1.9M reactions from USPTO patents (1976-2016). Predict the product of the given reaction. (1) Given the reactants [CH3:1][C:2](=[CH2:15])[CH:3]([C:9]1[CH:14]=[CH:13][CH:12]=[CH:11][CH:10]=1)[CH2:4][C:5](OC)=[O:6].[H-].[Al+3].[Li+].[H-].[H-].[H-], predict the reaction product. The product is: [CH3:15][C:2](=[CH2:1])[CH:3]([C:9]1[CH:14]=[CH:13][CH:12]=[CH:11][CH:10]=1)[CH2:4][CH2:5][OH:6]. (2) Given the reactants [C:1]([NH2:9])(=[O:8])[C:2]1[CH:7]=[CH:6][CH:5]=[CH:4][CH:3]=1.[H-].[Na+].[Br:12][C:13]1[CH:18]=[CH:17][C:16]([S:19](Cl)(=[O:21])=[O:20])=[CH:15][CH:14]=1, predict the reaction product. The product is: [C:1]([NH:9][S:19]([C:16]1[CH:17]=[CH:18][C:13]([Br:12])=[CH:14][CH:15]=1)(=[O:21])=[O:20])(=[O:8])[C:2]1[CH:7]=[CH:6][CH:5]=[CH:4][CH:3]=1.